From a dataset of HIV replication inhibition screening data with 41,000+ compounds from the AIDS Antiviral Screen. Binary Classification. Given a drug SMILES string, predict its activity (active/inactive) in a high-throughput screening assay against a specified biological target. (1) The molecule is Nc1nc(O)cc(NCC2(CO)CC(CCc3ccccc3)C2)n1. The result is 0 (inactive). (2) The compound is OCCNCN(CNCCO)c1nc(N(CNCCO)CNCCO)nc(N(CNCCO)CNCCO)n1. The result is 0 (inactive). (3) The molecule is N#Cc1ccnc(C(=O)N2CCCC2C(=O)O)c1. The result is 0 (inactive). (4) The molecule is CN(C)c1nc2oc(-c3ccccc3)c(-c3ccccc3)c2c2nnnn12. The result is 0 (inactive). (5) The molecule is CN(C)CCC=C1c2ccccc2CN(C)c2ccccc21. The result is 0 (inactive). (6) The molecule is COC(=O)CC1(C(=O)OC)Nc2cc(Cl)c(Cl)cc2S(=O)(=O)N1O. The result is 0 (inactive).